From a dataset of Full USPTO retrosynthesis dataset with 1.9M reactions from patents (1976-2016). Predict the reactants needed to synthesize the given product. (1) Given the product [CH3:1][O:2][C:3](=[O:32])[N:4]=[C:5]([S:30][CH3:31])[C:6]([C:20]1[CH:25]=[C:24]([O:26][CH3:27])[CH:23]=[C:22]([O:28][C@@H:42]([CH3:43])[CH2:41][O:40][Si:33]([C:36]([CH3:39])([CH3:38])[CH3:37])([CH3:35])[CH3:34])[C:21]=1[F:29])=[N:7][C:8]1[CH:13]=[CH:12][C:11]([C:14]2[N:18]=[C:17]([CH3:19])[O:16][N:15]=2)=[CH:10][CH:9]=1, predict the reactants needed to synthesize it. The reactants are: [CH3:1][O:2][C:3](=[O:32])[N:4]=[C:5]([S:30][CH3:31])[C:6]([C:20]1[CH:25]=[C:24]([O:26][CH3:27])[CH:23]=[C:22]([OH:28])[C:21]=1[F:29])=[N:7][C:8]1[CH:13]=[CH:12][C:11]([C:14]2[N:18]=[C:17]([CH3:19])[O:16][N:15]=2)=[CH:10][CH:9]=1.[Si:33]([O:40][CH2:41][C@H:42](O)[CH3:43])([C:36]([CH3:39])([CH3:38])[CH3:37])([CH3:35])[CH3:34].C1(P(C2C=CC=CC=2)C2C=CC=CC=2)C=CC=CC=1. (2) Given the product [OH:23][CH2:22][C@@H:21]([O:20][C:18]1[CH:17]=[C:12]([CH:11]=[C:10]([O:9][CH2:25][CH2:1][C:2]2[CH:7]=[CH:6][CH:5]=[CH:4][CH:3]=2)[CH:19]=1)[C:13]([O:15][CH3:16])=[O:14])[CH3:24], predict the reactants needed to synthesize it. The reactants are: [CH2:1](Br)[C:2]1[CH:7]=[CH:6][CH:5]=[CH:4][CH:3]=1.[OH:9][C:10]1[CH:11]=[C:12]([CH:17]=[C:18]([O:20][C@@H:21]([CH3:24])[CH2:22][OH:23])[CH:19]=1)[C:13]([O:15][CH3:16])=[O:14].[C:25](=O)([O-])[O-].[K+].[K+].C(OCC)(=O)C. (3) Given the product [C:20]([N:1]1[CH:5]=[C:4]([CH:6]=[O:7])[N:3]=[CH:2]1)([C:21]1[CH:26]=[CH:25][CH:24]=[CH:23][CH:22]=1)([C:33]1[CH:34]=[CH:35][CH:36]=[CH:37][CH:38]=1)[C:27]1[CH:28]=[CH:29][CH:30]=[CH:31][CH:32]=1, predict the reactants needed to synthesize it. The reactants are: [NH:1]1[CH:5]=[C:4]([CH:6]=[O:7])[N:3]=[CH:2]1.C(N(CC)CC)C.CN(C)C=O.[C:20](Cl)([C:33]1[CH:38]=[CH:37][CH:36]=[CH:35][CH:34]=1)([C:27]1[CH:32]=[CH:31][CH:30]=[CH:29][CH:28]=1)[C:21]1[CH:26]=[CH:25][CH:24]=[CH:23][CH:22]=1. (4) Given the product [C:43]1([C:36]2([C:19]3[CH:20]=[C:21]([O:24][CH2:25][C:26]4[CH:35]=[CH:34][C:33]5[C:28](=[CH:29][CH:30]=[CH:31][CH:32]=5)[N:27]=4)[CH:22]=[CH:23][C:18]=3[C:17]([NH:16][NH2:15])=[O:49])[CH2:41][CH:40]3[CH2:42][CH:37]2[CH2:38][CH2:39]3)[CH:44]=[CH:45][CH:46]=[CH:47][CH:48]=1, predict the reactants needed to synthesize it. The reactants are: Cl.CCOC(C)=O.C(OC([NH:15][NH:16][C:17](=[O:49])[C:18]1[CH:23]=[CH:22][C:21]([O:24][CH2:25][C:26]2[CH:35]=[CH:34][C:33]3[C:28](=[CH:29][CH:30]=[CH:31][CH:32]=3)[N:27]=2)=[CH:20][C:19]=1[C:36]1([C:43]2[CH:48]=[CH:47][CH:46]=[CH:45][CH:44]=2)[CH2:41][CH:40]2[CH2:42][CH:37]1[CH2:38][CH2:39]2)=O)(C)(C)C. (5) The reactants are: FC(F)(F)C1C=CC(C=C)=CC=1.Br[C:14]1[CH2:18][CH2:17][O:16][N:15]=1.COC(=O)[C:22]1[CH:27]=[CH:26][C:25]([OH:28])=[CH:24][N:23]=1. Given the product [N:23]1[CH:22]=[CH:27][CH:26]=[C:25]([O:28][C:14]2[CH2:18][CH2:17][O:16][N:15]=2)[CH:24]=1, predict the reactants needed to synthesize it. (6) Given the product [F:38][C:39]([F:47])([F:46])[C:40]([C:18]1[CH:19]=[C:14]([CH2:13][CH:8]2[CH2:7][C:6]3[C:10](=[CH:11][C:3]([O:2][CH3:1])=[C:4]([N:20]4[CH2:21][CH2:22][N:23]([CH3:26])[CH2:24][CH2:25]4)[CH:5]=3)[C:9]2=[O:12])[CH:15]=[N:16][CH:17]=1)([OH:41])[C:42]([F:45])([F:44])[F:43], predict the reactants needed to synthesize it. The reactants are: [CH3:1][O:2][C:3]1[CH:11]=[C:10]2[C:6]([CH2:7][CH:8]([CH2:13][C:14]3[CH:15]=[N:16][CH:17]=[CH:18][CH:19]=3)[C:9]2=[O:12])=[CH:5][C:4]=1[N:20]1[CH2:25][CH2:24][N:23]([CH3:26])[CH2:22][CH2:21]1.CC1C=CC(S(O)(=O)=O)=CC=1.[F:38][C:39]([F:47])([F:46])[C:40]([C:42]([F:45])([F:44])[F:43])=[O:41]. (7) Given the product [C:13]1([N:19]2[C:10]([CH2:9][OH:8])=[N:11][C:7]([C:1]3[CH:6]=[CH:5][CH:4]=[CH:3][CH:2]=3)=[N:20]2)[CH:18]=[CH:17][CH:16]=[CH:15][CH:14]=1, predict the reactants needed to synthesize it. The reactants are: [C:1]1([C:7]2[O:8][CH2:9][C:10](=O)[N:11]=2)[CH:6]=[CH:5][CH:4]=[CH:3][CH:2]=1.[C:13]1([NH:19][NH2:20])[CH:18]=[CH:17][CH:16]=[CH:15][CH:14]=1. (8) Given the product [NH2:2][CH:3]([C:9]1[CH:14]=[CH:13][CH:12]=[CH:11][C:10]=1[F:15])[CH2:4][OH:5], predict the reactants needed to synthesize it. The reactants are: Cl.[NH2:2][CH:3]([C:9]1[CH:14]=[CH:13][CH:12]=[CH:11][C:10]=1[F:15])[C:4](OCC)=[O:5].[H-].[H-].[H-].[H-].[Li+].[Al+3]. (9) Given the product [CH:1]1([C:4]2[O:10][N:14]=[CH:13][C:5]=2[C:6]([OH:8])=[O:7])[CH2:3][CH2:2]1, predict the reactants needed to synthesize it. The reactants are: [CH:1]1([C:4](=[O:10])[CH2:5][C:6]([O:8]C)=[O:7])[CH2:3][CH2:2]1.CO[CH:13](OC)[N:14](C)C.O.Cl.NO. (10) Given the product [OH:21][CH2:22][C:23]1[CH:24]=[C:25]([O:34][CH3:35])[C:26]([B:31]([OH:32])[OH:33])=[C:27]([O:29][CH3:30])[CH:28]=1, predict the reactants needed to synthesize it. The reactants are: C1(C)C=CC=CC=1.C(OC(C)C)(=O)C.C(OC([O:21][CH2:22][C:23]1[CH:28]=[C:27]([O:29][CH3:30])[C:26]([B:31]([OH:33])[OH:32])=[C:25]([O:34][CH3:35])[CH:24]=1)C)(C)C.Cl.